This data is from HIV replication inhibition screening data with 41,000+ compounds from the AIDS Antiviral Screen. The task is: Binary Classification. Given a drug SMILES string, predict its activity (active/inactive) in a high-throughput screening assay against a specified biological target. (1) The compound is CCN(CC)CC(C)=C(c1ccccc1)c1ccccc1S(N)(=O)=O. The result is 0 (inactive). (2) The molecule is CCc1c(C#N)c(S)nc2c1CCC2. The result is 1 (active). (3) The molecule is CN(c1ccccc1)c1nc(N2CCCC2)s[s+]1.[O-][Cl+3]([O-])([O-])O. The result is 0 (inactive). (4) The molecule is CC1=NN(c2ccccc2)C(=O)C1=CN1CC(=O)NC1=S. The result is 0 (inactive). (5) The drug is CN1C(=N)C(=NO)C(=O)N(C)C1=O. The result is 0 (inactive). (6) The drug is O=C1c2ccccc2CCC1(Br)Cc1ccccc1. The result is 0 (inactive). (7) The drug is Cl.NC1CC(=O)c2c(I)sc(I)c21. The result is 0 (inactive). (8) The compound is c1csc(-c2cscc2-c2cccs2)c1. The result is 0 (inactive).